This data is from Full USPTO retrosynthesis dataset with 1.9M reactions from patents (1976-2016). The task is: Predict the reactants needed to synthesize the given product. (1) Given the product [CH3:1][S:2]([O:5][C:6]1[C:14]([O:15][CH3:16])=[CH:13][C:12]([C:17]2[N:18]([C:28]([O:30][C:31]([CH3:32])([CH3:33])[CH3:34])=[O:29])[C:19]3[C:24]([CH:25]=2)=[CH:23][C:22]([CH2:26][NH:39][CH:36]2[CH2:38][CH2:37]2)=[CH:21][CH:20]=3)=[C:11]2[C:7]=1[CH2:8][NH:9][C:10]2=[O:35])(=[O:3])=[O:4], predict the reactants needed to synthesize it. The reactants are: [CH3:1][S:2]([O:5][C:6]1[C:14]([O:15][CH3:16])=[CH:13][C:12]([C:17]2[N:18]([C:28]([O:30][C:31]([CH3:34])([CH3:33])[CH3:32])=[O:29])[C:19]3[C:24]([CH:25]=2)=[CH:23][C:22]([CH:26]=O)=[CH:21][CH:20]=3)=[C:11]2[C:7]=1[CH2:8][NH:9][C:10]2=[O:35])(=[O:4])=[O:3].[CH:36]1([NH2:39])[CH2:38][CH2:37]1.C(O)(=O)C.C(O[BH-](OC(=O)C)OC(=O)C)(=O)C.[Na+]. (2) Given the product [CH3:25][O:24][C:14]1[CH:13]=[C:12]([NH:11][C:4]2[C:5]3[N:10]=[CH:9][S:8][C:6]=3[N:7]=[C:2]([C:34]3[CH:43]=[CH:42][C:37]([C:38]([O:40][CH3:41])=[O:39])=[CH:36][CH:35]=3)[N:3]=2)[CH:17]=[C:16]([N:18]2[CH2:22][CH2:21][CH2:20][C@@H:19]2[CH3:23])[CH:15]=1, predict the reactants needed to synthesize it. The reactants are: Cl[C:2]1[N:3]=[C:4]([NH:11][C:12]2[CH:17]=[C:16]([N:18]3[CH2:22][CH2:21][CH2:20][C@@H:19]3[CH3:23])[CH:15]=[C:14]([O:24][CH3:25])[CH:13]=2)[C:5]2[N:10]=[CH:9][S:8][C:6]=2[N:7]=1.CC1(C)C(C)(C)OB([C:34]2[CH:43]=[CH:42][C:37]([C:38]([O:40][CH3:41])=[O:39])=[CH:36][CH:35]=2)O1.CC(C1C=C(C(C)C)C(C2C=CC=CC=2P(C2CCCCC2)C2CCCCC2)=C(C(C)C)C=1)C.C([O-])([O-])=O.[Na+].[Na+]. (3) Given the product [CH3:1][O:2][CH2:3][O:4][C:5]1[CH:6]=[CH:7][C:8](/[C:11](=[C:17](\[C:20]2[CH:21]=[CH:22][CH:23]=[CH:24][CH:25]=2)/[CH2:18][CH3:19])/[C:12]([OH:14])=[O:13])=[CH:9][CH:10]=1, predict the reactants needed to synthesize it. The reactants are: [CH3:1][O:2][CH2:3][O:4][C:5]1[CH:10]=[CH:9][C:8](/[C:11](=[C:17](\[C:20]2[CH:25]=[CH:24][CH:23]=[CH:22][CH:21]=2)/[CH2:18][CH3:19])/[C:12]([O:14]CC)=[O:13])=[CH:7][CH:6]=1.[OH-].[Na+].Cl. (4) Given the product [NH2:24][C:18]1[CH:17]=[C:16]([Cl:15])[C:21]([Cl:22])=[CH:20][C:19]=1[NH:23][C:6](=[O:7])[C:5]1[CH:9]=[CH:10][C:11]([C:13]#[N:14])=[CH:12][C:4]=1[O:3][CH2:1][CH3:2], predict the reactants needed to synthesize it. The reactants are: [CH2:1]([O:3][C:4]1[CH:12]=[C:11]([C:13]#[N:14])[CH:10]=[CH:9][C:5]=1[C:6](Cl)=[O:7])[CH3:2].[Cl:15][C:16]1[C:21]([Cl:22])=[CH:20][C:19]([NH2:23])=[C:18]([NH2:24])[CH:17]=1.C(N(CC)CC)C. (5) Given the product [CH3:39][O:38][C:36](=[O:37])[CH2:18][O:17][C:9]1[CH:10]=[C:11]2[CH2:16][CH2:15][CH2:14][C:12]2=[C:13]2[C:8]=1[CH:7]=[C:6]([CH3:19])[N:5]2[CH2:4][C:3]1[CH:20]=[CH:21][CH:22]=[CH:23][C:2]=1[Br:1], predict the reactants needed to synthesize it. The reactants are: [Br:1][C:2]1[CH:23]=[CH:22][CH:21]=[CH:20][C:3]=1[CH2:4][N:5]1[C:13]2[C:8](=[C:9]([O:17][CH3:18])[CH:10]=[C:11]3[CH2:16][CH2:15][CH2:14][C:12]3=2)[CH:7]=[C:6]1[CH3:19].B(Br)(Br)Br.C(=O)([O-])[O-].[Cs+].[Cs+].BrC[C:36]([O:38][CH3:39])=[O:37]. (6) Given the product [Cl:10][C:11]1[C:16]([N+:1]([O-:4])=[O:2])=[C:15]([CH3:17])[CH:14]=[C:13]([Cl:18])[N:12]=1, predict the reactants needed to synthesize it. The reactants are: [N+:1]([O-:4])(O)=[O:2].S(=O)(=O)(O)O.[Cl:10][C:11]1[CH:16]=[C:15]([CH3:17])[CH:14]=[C:13]([Cl:18])[N:12]=1.